From a dataset of Full USPTO retrosynthesis dataset with 1.9M reactions from patents (1976-2016). Predict the reactants needed to synthesize the given product. Given the product [Cl:1][C:2]1[CH:3]=[CH:4][C:5]([C:8]2[CH:9]=[C:10]([NH:20][C:27]([C:25]3[CH:26]=[N:21][CH:22]=[N:23][CH:24]=3)=[O:28])[CH:11]=[N:12][C:13]=2[O:14][CH2:15][C:16]([F:17])([F:18])[F:19])=[CH:6][CH:7]=1, predict the reactants needed to synthesize it. The reactants are: [Cl:1][C:2]1[CH:7]=[CH:6][C:5]([C:8]2[CH:9]=[C:10]([NH2:20])[CH:11]=[N:12][C:13]=2[O:14][CH2:15][C:16]([F:19])([F:18])[F:17])=[CH:4][CH:3]=1.[N:21]1[CH:26]=[C:25]([C:27](O)=[O:28])[CH:24]=[N:23][CH:22]=1.